Dataset: Catalyst prediction with 721,799 reactions and 888 catalyst types from USPTO. Task: Predict which catalyst facilitates the given reaction. (1) Reactant: [Cl:1][C:2]1[CH:3]=[C:4]([CH:21]=[C:22]([Cl:25])[C:23]=1[OH:24])[C:5]([N:7]1[C:12]2[CH:13]=[CH:14][C:15]([C:17]([O:19]C)=[O:18])=[CH:16][C:11]=2[O:10][CH2:9][CH2:8]1)=[O:6].[OH-].[Na+]. Product: [Cl:1][C:2]1[CH:3]=[C:4]([CH:21]=[C:22]([Cl:25])[C:23]=1[OH:24])[C:5]([N:7]1[C:12]2[CH:13]=[CH:14][C:15]([C:17]([OH:19])=[O:18])=[CH:16][C:11]=2[O:10][CH2:9][CH2:8]1)=[O:6]. The catalyst class is: 111. (2) Reactant: [CH3:1][O:2][C:3]([C@@H:5]1[CH2:14][C:13]2[C:8](=[CH:9][C:10]([OH:16])=[C:11]([OH:15])[CH:12]=2)[CH2:7][N:6]1[C:17]([O:19][C:20]([CH3:23])([CH3:22])[CH3:21])=[O:18])=[O:4].C(=O)([O-])[O-].[K+].[K+].CC(C)=O.Br[CH2:35][C:36]([C:38]1[CH:43]=[CH:42][C:41]([N+:44]([O-:46])=[O:45])=[CH:40][CH:39]=1)=[O:37]. Product: [CH3:1][O:2][C:3]([CH:5]1[CH2:14][C:13]2[CH:12]=[C:11]3[O:15][CH2:35][C@:36]([OH:37])([C:38]4[CH:39]=[CH:40][C:41]([N+:44]([O-:46])=[O:45])=[CH:42][CH:43]=4)[O:16][C:10]3=[CH:9][C:8]=2[CH2:7][N:6]1[C:17]([O:19][C:20]([CH3:23])([CH3:22])[CH3:21])=[O:18])=[O:4]. The catalyst class is: 69. (3) The catalyst class is: 21. Product: [Na+:34].[Na+:34].[NH2:1][C:2]1[NH:7][C:6]2[NH:8][CH:9]=[C:10]([CH2:11][CH2:12][C:13]3[CH:14]=[CH:15][C:16]([C:17]([NH:19][C@H:20]([C:26]([O-:28])=[O:27])[CH2:21][CH2:22][C:23]([O-:25])=[O:24])=[O:18])=[CH:29][CH:30]=3)[C:5]=2[C:4](=[O:31])[N:3]=1. Reactant: [NH2:1][C:2]1[NH:7][C:6]2[NH:8][CH:9]=[C:10]([CH2:11][CH2:12][C:13]3[CH:30]=[CH:29][C:16]([C:17]([NH:19][C@H:20]([C:26]([OH:28])=[O:27])[CH2:21][CH2:22][C:23]([OH:25])=[O:24])=[O:18])=[CH:15][CH:14]=3)[C:5]=2[C:4](=[O:31])[N:3]=1.O.[OH-].[Na+:34].Cl.